Dataset: Experimentally validated miRNA-target interactions with 360,000+ pairs, plus equal number of negative samples. Task: Binary Classification. Given a miRNA mature sequence and a target amino acid sequence, predict their likelihood of interaction. (1) The miRNA is hsa-miR-507 with sequence UUUUGCACCUUUUGGAGUGAA. The protein sequence of the target gene is MQRGKPCRALPTLKCQTFCQRHGLMFEVVDLRWGIRNIEATDHLTTELCLEEVDRCWKTSIGPAFVALIGDQYGPCLIPSRIDEKEWEVLRDHLTARPSDLELVARYFQRDENAFPPTYVLQAPGTGEACEPEEATLTSVLRSGAQEARRLGLITQEQWQHYHRSVIEWEIERSLLSSEDREQGATVFLREIQDLHKHILEDCALRMVDRLADGCLDADAQNLLSSLKSHITDMHPGVLKTHRLPWSRDLVNPKNKTHACYLKELGEQFVVRANHQVLTRLRELDTAGQELAWLYQEIRH.... Result: 1 (interaction). (2) The miRNA is mmu-miR-669g with sequence UGCAUUGUAUGUGUUGACAUGAU. The protein sequence of the target gene is MAETVSSAARDAPSREGWTDSDSPEQEEVGDDAELLQCQLQLGTPREMENAELVAEVEAVAAGWMLDFLCLSLCRAFRDGRSEDFRRTRDSAEAIIHGLHRLTAYQLKTVYICQFLTRVASGKALDAQFEVDERITPLESALMIWNSIEKEHDKLHDEIKNLIKIQAVAVCMEIGSFKEAEEVFERIFGDPEFYTPLERKLLKIISQKDVFHSLFQHFSYSCMMEKIQSYVGDVLSEKSSTFLMKAATKVVENEKARTQASKDRPDATNTGMDTEVGLNKEKSVNGQQSTETEPLVDTVS.... Result: 0 (no interaction). (3) The miRNA is mmu-miR-10b-5p with sequence UACCCUGUAGAACCGAAUUUGUG. The protein sequence of the target gene is MGPAVLLAILCLGVAEVTQSSDPSLDSEWQEWKRKFNKNYSMEEEGQKRAVWEENMKLVKQHNIEYDQGKKNFTMDVNAFGDMTGEEYRKMLTDIPVPNFRKKKSIHQPIAGYLPKFVDWRKRGCVTPVKNQGTCNSCWAFSAAGAIEGQMFRKTGKLVPLSTQNLVDCSRLEGNFGCFKGSTFLALKYVWKNRGLEAESTYPYKGTDGHCRYHPERSAARITSFSFVSNSEKDLMRAVATIGPISVGIDARHKSFRLYREGIYYEPKCSSNIINHSVLVVGYGYEGKESDGNKYWLIKN.... Result: 1 (interaction). (4) The miRNA is mmu-miR-145a-5p with sequence GUCCAGUUUUCCCAGGAAUCCCU. The protein sequence of the target gene is MPCVQAQYGSSPQGASPASQSYSYHSSGEYSSDFLTPEFVKFSMDLTNTEITATTSLPSFSTFMDNYSTGYDVKPPCLYQMPLSGQQSSIKVEDIQMHNYQQHSHLPPQSEEMMPHSGSVYYKPSSPPTPSTPSFQVQHSPMWDDPGSLHNFHQNYVATTHMIEQRKTPVSRLSLFSFKQSPPGTPVSSCQMRFDGPLHVPMNPEPAGSHHVVDGQTFAVPNPIRKPASMGFPGLQIGHASQLLDTQVPSPPSRGSPSNEGLCAVCGDNAACQHYGVRTCEGCKGFFKRTVQKNAKYVCL.... Result: 1 (interaction). (5) The miRNA is hsa-miR-6776-5p with sequence UCUGGGUGCAGUGGGGGUU. The protein sequence of the target gene is MLVSRFASRFRKDSSTEMVRTNLAHRKSLSQKENRHRVYERNRHFGLKDVNIPLEGRELGNIHETSQDLSPEKASSKTRSVKMVLSDQRKQLLQKYKEEKQLQKLKEQREKAKRGVFKVGLYRPAAPGFLVTDQRGAKAEPEKAFPHTGRITRSKTKEYMEQTKIGSRNVPKATQSDQRQTSEKQPLDRERKVMQPVLFTSGKGTESAATQRAKLMARTVSSTTRKPVTRATNEKGSERMRPSGGRPAKKPEGKPDKVIPSKVERDEKHLDSQTRETSEMGPLGVFREVESLPATAPAQG.... Result: 0 (no interaction).